This data is from Full USPTO retrosynthesis dataset with 1.9M reactions from patents (1976-2016). The task is: Predict the reactants needed to synthesize the given product. (1) Given the product [NH:30]1[CH2:31][CH2:32][CH2:33][CH2:34][CH:28]([NH:27][C:25]([C:21]2[N:16]3[CH:17]=[C:18]([CH3:20])[CH:19]=[C:14]([O:13][CH2:12][C:11]4[C:42]([F:46])=[CH:43][CH:44]=[CH:45][C:10]=4[F:9])[C:15]3=[N:23][C:22]=2[CH3:24])=[O:26])[CH2:29]1, predict the reactants needed to synthesize it. The reactants are: Cl.FC(F)(F)C(O)=O.[F:9][C:10]1[CH:45]=[CH:44][CH:43]=[C:42]([F:46])[C:11]=1[CH2:12][O:13][C:14]1[C:15]2[N:16]([C:21]([C:25]([NH:27][CH:28]3[CH2:34][CH2:33][CH2:32][CH2:31][N:30](C(OC(C)(C)C)=O)[CH2:29]3)=[O:26])=[C:22]([CH3:24])[N:23]=2)[CH:17]=[C:18]([CH3:20])[CH:19]=1. (2) Given the product [F:10][C:11]([F:22])([F:23])[O:12][C:13]1[CH:18]=[CH:17][C:16]([C:2]2[N:3]=[CH:4][CH:5]=[CH:6][C:7]=2[C:8]#[N:9])=[CH:15][CH:14]=1, predict the reactants needed to synthesize it. The reactants are: Cl[C:2]1[C:7]([C:8]#[N:9])=[CH:6][CH:5]=[CH:4][N:3]=1.[F:10][C:11]([F:23])([F:22])[O:12][C:13]1[CH:18]=[CH:17][CH:16]=[CH:15][C:14]=1B(O)O. (3) Given the product [CH2:15]([C:2]1[CH:7]=[CH:6][CH:5]=[C:4]([Br:8])[CH:3]=1)[CH:14]=[CH2:13], predict the reactants needed to synthesize it. The reactants are: Br[C:2]1[CH:7]=[CH:6][CH:5]=[C:4]([Br:8])[CH:3]=1.BrCCBr.[CH2:13](Br)[CH:14]=[CH2:15]. (4) Given the product [C:35]([NH:34][C:32]1[N:33]=[C:28]([CH:25]2[CH2:26][CH2:27][N:22]([CH2:21][CH2:20][CH2:19][NH:18][C:8](=[O:10])[C:7]([C:1]3[CH:2]=[CH:3][CH:4]=[CH:5][CH:6]=3)([C:12]3[CH:17]=[CH:16][CH:15]=[CH:14][CH:13]=3)[CH3:11])[CH2:23][CH2:24]2)[CH:29]=[CH:30][CH:31]=1)(=[O:39])[CH:36]([CH3:38])[CH3:37], predict the reactants needed to synthesize it. The reactants are: [C:1]1([C:7]([C:12]2[CH:17]=[CH:16][CH:15]=[CH:14][CH:13]=2)([CH3:11])[C:8]([OH:10])=O)[CH:6]=[CH:5][CH:4]=[CH:3][CH:2]=1.[NH2:18][CH2:19][CH2:20][CH2:21][N:22]1[CH2:27][CH2:26][CH:25]([C:28]2[N:33]=[C:32]([NH:34][C:35](=[O:39])[CH:36]([CH3:38])[CH3:37])[CH:31]=[CH:30][CH:29]=2)[CH2:24][CH2:23]1.